This data is from Forward reaction prediction with 1.9M reactions from USPTO patents (1976-2016). The task is: Predict the product of the given reaction. (1) Given the reactants [C:1]([C:4]1([CH2:9][CH2:10][CH2:11][CH2:12][CH2:13][C:14](=[O:28])[CH2:15][CH2:16][CH2:17][CH2:18][CH2:19][C:20]2([C:25]([OH:27])=[O:26])[CH2:24][CH2:23][CH2:22][CH2:21]2)[CH2:8][CH2:7][CH2:6][CH2:5]1)([OH:3])=[O:2].[OH-].[Na+].[BH4-].[Na+], predict the reaction product. The product is: [C:25]([C:20]1([CH2:19][CH2:18][CH2:17][CH2:16][CH2:15][CH:14]([OH:28])[CH2:13][CH2:12][CH2:11][CH2:10][CH2:9][C:4]2([C:1]([OH:3])=[O:2])[CH2:8][CH2:7][CH2:6][CH2:5]2)[CH2:21][CH2:22][CH2:23][CH2:24]1)([OH:27])=[O:26]. (2) Given the reactants C[O:2][C:3]([C:5]1[C:6](=[O:16])[NH:7][C:8]([C:12]([Cl:15])([F:14])[F:13])=[C:9]([Cl:11])[CH:10]=1)=[O:4].O.[OH-].[Li+].Cl, predict the reaction product. The product is: [Cl:11][C:9]1[CH:10]=[C:5]([C:3]([OH:4])=[O:2])[C:6](=[O:16])[NH:7][C:8]=1[C:12]([Cl:15])([F:13])[F:14]. (3) Given the reactants [F:1][C:2]1[CH:7]=[CH:6][C:5]([C:8](=[O:26])[CH:9]([CH2:15][C:16]2[CH:21]=[CH:20][C:19]([C:22]([F:25])([F:24])[F:23])=[CH:18][CH:17]=2)[C:10]([O:12][CH2:13][CH3:14])=[O:11])=[CH:4][CH:3]=1.[BH4-].[Na+].Cl, predict the reaction product. The product is: [F:1][C:2]1[CH:3]=[CH:4][C:5]([CH:8]([OH:26])[CH:9]([CH2:15][C:16]2[CH:17]=[CH:18][C:19]([C:22]([F:24])([F:25])[F:23])=[CH:20][CH:21]=2)[C:10]([O:12][CH2:13][CH3:14])=[O:11])=[CH:6][CH:7]=1. (4) Given the reactants C[O:2][C:3]([C:5]1[CH:6]=[C:7]2[C:11](=[CH:12][CH:13]=1)[N:10]([C:14](=[O:21])[C:15]1[CH:20]=[CH:19][CH:18]=[CH:17][CH:16]=1)[CH2:9][CH2:8]2)=[O:4].O[Li].O, predict the reaction product. The product is: [C:14]([N:10]1[C:11]2[C:7](=[CH:6][C:5]([C:3]([OH:4])=[O:2])=[CH:13][CH:12]=2)[CH2:8][CH2:9]1)(=[O:21])[C:15]1[CH:20]=[CH:19][CH:18]=[CH:17][CH:16]=1. (5) Given the reactants [K+].[Br-].[CH3:3][C:4]1[S:8][CH:7]=[C:6](/[CH:9]=[C:10](/[C@H:12]2[O:30][C:28](=[O:29])[CH2:27][C@H:26]([OH:31])[C@H:25]([CH3:32])[C:23](=[O:24])[C@H:22]([CH3:33])[C@@H:21]([OH:34])[C@@H:20]([CH3:35])[CH2:19][CH2:18][CH2:17][C@H:15]3O[C@H:14]3[CH2:13]2)\[CH3:11])[N:5]=1.CC1SC=C(/C=C(/[C@H]2OC(=O)C[C@H](O)C(C)(C)C(=O)[C@H](C)[C@@H](O)CCCCC=CC2)\C)N=1.CC1SC=C(/C=C(/[C@H]2OC(=O)C[C@H](O)C(C)(C)C(=O)C[C@@H](O)[C@@H](C)CCCC=CC2)\C)N=1.CC1SC=C(/C=C(/[C@H]2OC(=O)C[C@H](O)C(C)(C)C(=O)[C@H](C)[C@@H](O)C(C)=CCCC(C)=CC2)\C)N=1.CC1SC=C(/C=C(/[C@H]2OC(=O)C[C@H](O)[C@H](C)C(=O)[C@H](C)[C@@H](O)[C@@H](C)CCCC(C)=CC2)\C)N=1.CC1SC=C(/C=C(/[C@H]2OC(=O)C[C@H](O)C(C)(C)C(=O)[C@H](C)[C@@H](O)C(C)=CCCC=CC2)\C)N=1.CC1SC=C(/C=C(/[C@H]2OC(=O)C[C@H](O)[C@@H](C)C(=O)[C@H](C)[C@@H](O)[C@@H](C)CCCC(C)=CC2)\C)N=1.CC1SC=C(/C=C(/[C@H]2OC(=O)C[C@H](O)[C@H](C)C(=O)[C@H](C)[C@@H](O)[C@@H](C)CCCC=CC2)\C)N=1, predict the reaction product. The product is: [CH3:3][C:4]1[S:8][CH:7]=[C:6](/[CH:9]=[C:10](/[C@H:12]2[O:30][C:28](=[O:29])[CH2:27][C@H:26]([OH:31])[C@H:25]([CH3:32])[C:23](=[O:24])[C@H:22]([CH3:33])[C@@H:21]([OH:34])[C@@H:20]([CH3:35])[CH2:19][CH2:18][CH2:17][CH:15]=[CH:14][CH2:13]2)\[CH3:11])[N:5]=1. (6) Given the reactants [CH:1]1([C@@H:7]([NH:9][C:10]([C:12]2[C:21]3[C:16](=[CH:17][C:18]([CH2:22][OH:23])=[CH:19][CH:20]=3)[N:15]=[C:14]([C:24]3[CH:29]=[CH:28][CH:27]=[CH:26][CH:25]=3)[C:13]=2[CH3:30])=[O:11])[CH3:8])[CH2:6][CH2:5][CH2:4][CH2:3][CH2:2]1.[OH-:31].[K+], predict the reaction product. The product is: [CH:1]1([C@@H:7]([NH:9][C:10]([C:12]2[C:21]3[C:16](=[CH:17][C:18]([C:22]([OH:31])=[O:23])=[CH:19][CH:20]=3)[N:15]=[C:14]([C:24]3[CH:29]=[CH:28][CH:27]=[CH:26][CH:25]=3)[C:13]=2[CH3:30])=[O:11])[CH3:8])[CH2:6][CH2:5][CH2:4][CH2:3][CH2:2]1. (7) Given the reactants [Cl:1][CH2:2][C:3]([NH:5][C:6]([CH:9]1[CH2:14][CH2:13][CH:12]([C:15]2[S:16][C:17]([C:20]3[CH:25]=[CH:24][C:23]([NH:26][C:27]([NH:29][C:30]4[CH:35]=[C:34](F)[C:33]([F:37])=[CH:32][C:31]=4[F:38])=[O:28])=[CH:22][CH:21]=3)=[CH:18][N:19]=2)[CH2:11][CH2:10]1)([CH3:8])[CH3:7])=[O:4].FC1C=C(F)C=CC=1NC(NC1C=CC(C2SC(C3CCC(C(O)(C)C)CC3)=NC=2)=CC=1)=O.ClCC#N, predict the reaction product. The product is: [Cl:1][CH2:2][C:3]([NH:5][C:6]([CH:9]1[CH2:14][CH2:13][CH:12]([C:15]2[S:16][C:17]([C:20]3[CH:25]=[CH:24][C:23]([NH:26][C:27]([NH:29][C:30]4[CH:35]=[CH:34][C:33]([F:37])=[CH:32][C:31]=4[F:38])=[O:28])=[CH:22][CH:21]=3)=[CH:18][N:19]=2)[CH2:11][CH2:10]1)([CH3:8])[CH3:7])=[O:4].